Dataset: Full USPTO retrosynthesis dataset with 1.9M reactions from patents (1976-2016). Task: Predict the reactants needed to synthesize the given product. Given the product [C:9]([O:13][C:14](=[O:18])[C@H:15]([CH3:17])[NH:16][CH2:1][C:2]1[CH:7]=[CH:6][CH:5]=[CH:4][CH:3]=1)([CH3:12])([CH3:11])[CH3:10], predict the reactants needed to synthesize it. The reactants are: [CH:1](=O)[C:2]1[CH:7]=[CH:6][CH:5]=[CH:4][CH:3]=1.[C:9]([O:13][C:14](=[O:18])[C@H:15]([CH3:17])[NH2:16])([CH3:12])([CH3:11])[CH3:10].CCN(CC)CC.[BH-](OC(C)=O)(OC(C)=O)OC(C)=O.[Na+].